Task: Predict the product of the given reaction.. Dataset: Forward reaction prediction with 1.9M reactions from USPTO patents (1976-2016) (1) Given the reactants [CH3:1][O:2][C:3]1[CH:8]=[CH:7][CH:6]=[CH:5][C:4]=1[C:9]1[N:17]2[C:12]([CH:13]=[N:14][C:15]([NH:18][C:19]3[CH:24]=[CH:23][C:22]([CH:25]4[CH2:30][CH2:29][NH:28][CH2:27][CH2:26]4)=[CH:21][C:20]=3[O:31][CH3:32])=[N:16]2)=[CH:11][CH:10]=1.[CH2:33]1[O:36][C@@H:34]1[CH3:35], predict the reaction product. The product is: [CH3:32][O:31][C:20]1[CH:21]=[C:22]([CH:25]2[CH2:30][CH2:29][N:28]([CH2:33][C@H:34]([OH:36])[CH3:35])[CH2:27][CH2:26]2)[CH:23]=[CH:24][C:19]=1[NH:18][C:15]1[N:14]=[CH:13][C:12]2=[CH:11][CH:10]=[C:9]([C:4]3[CH:5]=[CH:6][CH:7]=[CH:8][C:3]=3[O:2][CH3:1])[N:17]2[N:16]=1. (2) Given the reactants Cl[C:2]1[C:11]2[C:6](=[CH:7][CH:8]=[CH:9][CH:10]=2)[N:5]=[CH:4][C:3]=1[N+:12]([O-:14])=[O:13].[CH2:15]([O:17][CH:18]([O:21][CH2:22][CH3:23])[CH2:19][NH2:20])[CH3:16].C(N(CC)CC)C, predict the reaction product. The product is: [CH2:15]([O:17][CH:18]([O:21][CH2:22][CH3:23])[CH2:19][NH:20][C:2]1[C:11]2[C:6](=[CH:7][CH:8]=[CH:9][CH:10]=2)[N:5]=[CH:4][C:3]=1[N+:12]([O-:14])=[O:13])[CH3:16]. (3) Given the reactants [C:1]1(C)[CH:6]=[CH:5][CH:4]=[CH:3][C:2]=1[O:7][CH:8]([C:10]1[CH:18]=[CH:17][C:13]([C:14]([OH:16])=O)=[CH:12][CH:11]=1)[CH3:9].[CH3:20]N(C(ON1N=NC2C=CC=NC1=2)=[N+](C)C)C.F[P-](F)(F)(F)(F)F.C(N(CC)CC)C.[NH2:51][CH2:52][C:53]1[C:54]([OH:61])=[N:55][C:56]([CH3:60])=[CH:57][C:58]=1[CH3:59], predict the reaction product. The product is: [OH:61][C:54]1[C:53]([CH2:52][NH:51][C:14](=[O:16])[C:13]2[CH:12]=[CH:11][C:10]([CH:8]([O:7][C:2]3[CH:1]=[C:6]([CH3:20])[CH:5]=[CH:4][CH:3]=3)[CH3:9])=[CH:18][CH:17]=2)=[C:58]([CH3:59])[CH:57]=[C:56]([CH3:60])[N:55]=1. (4) Given the reactants [CH3:1][NH:2][C:3]([N:5]1[C:13]2[C:8](=[CH:9][C:10]([O:14][C:15]3[CH:20]=[CH:19][N:18]=[C:17]([NH:21][C:22]([N:24]4[CH2:29][CH2:28][CH:27]([CH2:30][CH2:31][CH2:32][C:33]([OH:35])=O)[CH2:26][CH2:25]4)=[O:23])[CH:16]=3)=[CH:11][CH:12]=2)[CH:7]=[CH:6]1)=[O:4].Cl.CN.F[P-](F)(F)(F)(F)F.[N:46]1(O[P+](N(C)C)(N(C)C)N(C)C)[C:50]2C=CC=CC=2N=N1.C(N(CC)CC)C, predict the reaction product. The product is: [CH3:1][NH:2][C:3]([N:5]1[C:13]2[C:8](=[CH:9][C:10]([O:14][C:15]3[CH:20]=[CH:19][N:18]=[C:17]([NH:21][C:22]([N:24]4[CH2:29][CH2:28][CH:27]([CH2:30][CH2:31][CH2:32][C:33](=[O:35])[NH:46][CH3:50])[CH2:26][CH2:25]4)=[O:23])[CH:16]=3)=[CH:11][CH:12]=2)[CH:7]=[CH:6]1)=[O:4]. (5) Given the reactants Cl.[OH:2][CH2:3][CH2:4][C@@H:5]([N:11]1[C:17](=[O:18])[CH2:16][CH2:15][NH:14][CH2:13][CH2:12]1)[C:6]([N:8]([CH3:10])[CH3:9])=[O:7].[Cl:19][C:20]1[CH:21]=[C:22]([CH:28]=[CH:29][CH:30]=1)/[CH:23]=[CH:24]/[C:25](O)=[O:26].C(N(CC)CC)C, predict the reaction product. The product is: [Cl:19][C:20]1[CH:21]=[C:22](/[CH:23]=[CH:24]/[C:25]([N:14]2[CH2:15][CH2:16][C:17](=[O:18])[N:11]([C@H:5]([CH2:4][CH2:3][OH:2])[C:6]([N:8]([CH3:10])[CH3:9])=[O:7])[CH2:12][CH2:13]2)=[O:26])[CH:28]=[CH:29][CH:30]=1. (6) Given the reactants [CH3:1][N:2]1[C:10]2[C:5](=[CH:6][C:7]([CH:11]=[CH2:12])=[CH:8][CH:9]=2)[CH:4]=[CH:3]1.O1CCOC[CH2:14]1, predict the reaction product. The product is: [CH:11]1([C:7]2[CH:6]=[C:5]3[C:10](=[CH:9][CH:8]=2)[N:2]([CH3:1])[CH:3]=[CH:4]3)[CH2:14][CH2:12]1. (7) Given the reactants [NH2:1][C:2]1[CH:3]=[C:4](/[CH:10]=[CH:11]/[CH2:12][OH:13])[CH:5]=[CH:6][C:7]=1[O:8][CH3:9], predict the reaction product. The product is: [NH2:1][C:2]1[CH:3]=[C:4]([CH2:10][CH2:11][CH2:12][OH:13])[CH:5]=[CH:6][C:7]=1[O:8][CH3:9]. (8) Given the reactants [Br:1][C:2]1[CH:11]=[C:10]2[C:5]([NH:6][C@@H:7]([CH3:22])[CH2:8][N:9]2[S:12]([C:15]2[CH:21]=[CH:20][C:18]([CH3:19])=[CH:17][CH:16]=2)(=[O:14])=[O:13])=[CH:4][CH:3]=1.N1C=CC=CC=1.[F:29][C:30]([F:41])([F:40])[C:31](O[C:31](=[O:32])[C:30]([F:41])([F:40])[F:29])=[O:32], predict the reaction product. The product is: [Br:1][C:2]1[CH:11]=[C:10]2[C:5](=[CH:4][CH:3]=1)[N:6]([C:31](=[O:32])[C:30]([F:41])([F:40])[F:29])[C@@H:7]([CH3:22])[CH2:8][N:9]2[S:12]([C:15]1[CH:21]=[CH:20][C:18]([CH3:19])=[CH:17][CH:16]=1)(=[O:13])=[O:14].